From a dataset of Full USPTO retrosynthesis dataset with 1.9M reactions from patents (1976-2016). Predict the reactants needed to synthesize the given product. (1) The reactants are: [O:1]1[C:5]2[CH:6]=[CH:7][C:8]([S:10][C:11]3[N:12]([CH2:21][CH2:22][CH2:23][CH2:24][CH2:25][N:26]4[C:34](=[O:35])[C:33]5[C:28](=[CH:29][CH:30]=[CH:31][CH:32]=5)[C:27]4=[O:36])[C:13]4[N:14]=[CH:15][NH:16][C:17](=[O:20])[C:18]=4[N:19]=3)=[CH:9][C:4]=2[O:3][CH2:2]1.C([O-])([O-])=O.[K+].[K+].Cl[C:44]1[CH:49]=[CH:48][C:47]([N+:50]([O-:52])=[O:51])=[CH:46][C:45]=1[N+:53]([O-:55])=[O:54]. Given the product [O:1]1[C:5]2[CH:6]=[CH:7][C:8]([S:10][C:11]3[N:12]([CH2:21][CH2:22][CH2:23][CH2:24][CH2:25][N:26]4[C:34](=[O:35])[C:33]5[C:28](=[CH:29][CH:30]=[CH:31][CH:32]=5)[C:27]4=[O:36])[C:13]4[N:14]=[CH:15][N:16]([C:48]5[CH:49]=[CH:44][C:45]([N+:53]([O-:55])=[O:54])=[CH:46][C:47]=5[N+:50]([O-:52])=[O:51])[C:17](=[O:20])[C:18]=4[N:19]=3)=[CH:9][C:4]=2[O:3][CH2:2]1, predict the reactants needed to synthesize it. (2) Given the product [Cl:1][C:2]1[CH:3]=[C:4]([CH2:17][N:18]2[C:22]([CH3:23])=[CH:21][C:20]([C:24]([NH:47][C@@H:44]3[CH2:45][CH2:46][N:42]([C:35]([O:37][C:38]([CH3:41])([CH3:40])[CH3:39])=[O:36])[CH2:43]3)=[O:25])=[N:19]2)[C:5]2[O:9][C:8]([C:10]3[CH:11]=[CH:12][CH:13]=[CH:14][CH:15]=3)=[CH:7][C:6]=2[CH:16]=1, predict the reactants needed to synthesize it. The reactants are: [Cl:1][C:2]1[CH:3]=[C:4]([CH2:17][N:18]2[C:22]([CH3:23])=[CH:21][C:20]([C:24](O)=[O:25])=[N:19]2)[C:5]2[O:9][C:8]([C:10]3[CH:15]=[CH:14][CH:13]=[CH:12][CH:11]=3)=[CH:7][C:6]=2[CH:16]=1.C(N1CCOCC1)C.[C:35]([N:42]1[CH2:46][CH2:45][C@@H:44]([NH2:47])[CH2:43]1)([O:37][C:38]([CH3:41])([CH3:40])[CH3:39])=[O:36].O.ON1C2C=CC=CC=2N=N1.CN(C)CCCN=C=NCC. (3) Given the product [F:13][C:14]1[CH:15]=[CH:16][C:17]([O:36][CH3:37])=[C:18]([C:20]([CH3:34])([CH3:35])[CH2:21][C:22]([NH2:27])([CH2:1][C:2]2[CH:7]=[CH:6][CH:5]=[CH:4][N:3]=2)[C:23]([F:26])([F:25])[F:24])[CH:19]=1, predict the reactants needed to synthesize it. The reactants are: [CH3:1][C:2]1[CH:7]=[CH:6][CH:5]=[CH:4][N:3]=1.[Li]C(C)(C)C.[F:13][C:14]1[CH:15]=[CH:16][C:17]([O:36][CH3:37])=[C:18]([C:20]([CH3:35])([CH3:34])[CH2:21]/[C:22](=[N:27]/S(C(C)(C)C)=O)/[C:23]([F:26])([F:25])[F:24])[CH:19]=1. (4) The reactants are: [C:1]([N:4]1[C:12]2[C:7](=[CH:8][C:9]([F:17])=[C:10]([S:13](Cl)(=[O:15])=[O:14])[CH:11]=2)[C:6]([CH3:19])([CH3:18])[CH2:5]1)(=[O:3])[CH3:2].[NH:20]1[CH2:24][CH2:23][CH2:22][CH2:21]1. Given the product [F:17][C:9]1[CH:8]=[C:7]2[C:12](=[CH:11][C:10]=1[S:13]([N:20]1[CH2:24][CH2:23][CH2:22][CH2:21]1)(=[O:15])=[O:14])[N:4]([C:1](=[O:3])[CH3:2])[CH2:5][C:6]2([CH3:19])[CH3:18], predict the reactants needed to synthesize it. (5) Given the product [F:1][C:2]1[CH:10]=[C:9]2[C:5]([C:6]([C:28]3[CH:29]=[CH:30][C:31]4[S:35](=[O:37])(=[O:36])[N:34]([CH2:38][CH2:39][OH:40])[CH:33]([CH3:41])[C:32]=4[CH:42]=3)=[CH:7][N:8]2[C:11]([O:13][C:14]([CH3:15])([CH3:16])[CH3:17])=[O:12])=[CH:4][CH:3]=1, predict the reactants needed to synthesize it. The reactants are: [F:1][C:2]1[CH:10]=[C:9]2[C:5]([C:6](B3OC(C)(C)C(C)(C)O3)=[CH:7][N:8]2[C:11]([O:13][C:14]([CH3:17])([CH3:16])[CH3:15])=[O:12])=[CH:4][CH:3]=1.Br[C:28]1[CH:29]=[CH:30][C:31]2[S:35](=[O:37])(=[O:36])[N:34]([CH2:38][CH2:39][OH:40])[CH:33]([CH3:41])[C:32]=2[CH:42]=1.C([O-])([O-])=O.[Cs+].[Cs+]. (6) Given the product [CH3:18][C:12]([O:10][C:3]1[C:2]([F:1])=[CH:7][C:6]([F:8])=[CH:5][C:4]=1[F:9])([CH3:19])[C:13]([OH:15])=[O:14], predict the reactants needed to synthesize it. The reactants are: [F:1][C:2]1[CH:7]=[C:6]([F:8])[CH:5]=[C:4]([F:9])[C:3]=1[OH:10].Br[C:12]([CH3:19])([CH3:18])[C:13]([O:15]CC)=[O:14].C(=O)([O-])[O-].[K+].[K+].[OH-].[Na+]. (7) Given the product [B:8]([C:5]1[CH:4]=[N:3][C:2]([N:11]2[CH2:19][CH2:18][CH:14]([C:15]([OH:17])=[O:16])[CH2:13][CH2:12]2)=[N:7][CH:6]=1)([OH:10])[OH:9], predict the reactants needed to synthesize it. The reactants are: Cl[C:2]1[N:7]=[CH:6][C:5]([B:8]([OH:10])[OH:9])=[CH:4][N:3]=1.[NH:11]1[CH2:19][CH2:18][CH:14]([C:15]([OH:17])=[O:16])[CH2:13][CH2:12]1.C(N(CC)CC)C. (8) Given the product [OH:1][C:2]1([C:12]#[C:13][C:14]2[CH:23]=[CH:22][CH:21]=[CH:20][C:15]=2[C:16]([OH:18])=[O:17])[C:7]([CH3:8])([CH3:9])[CH:6]2[CH2:10][C:3]1([CH3:11])[CH2:4][CH2:5]2, predict the reactants needed to synthesize it. The reactants are: [OH:1][C:2]1([C:12]#[C:13][C:14]2[CH:23]=[CH:22][CH:21]=[CH:20][C:15]=2[C:16]([O:18]C)=[O:17])[C:7]([CH3:9])([CH3:8])[CH:6]2[CH2:10][C:3]1([CH3:11])[CH2:4][CH2:5]2.O.[OH-].[Na+].Cl. (9) Given the product [Br:1][C:2]1[CH:3]=[C:4]([N:8]([CH2:27][C:26]([O:25][C:21]([CH3:24])([CH3:23])[CH3:22])=[O:29])[C:9](=[O:18])[C:10]2[C:11]([F:17])=[CH:12][CH:13]=[CH:14][C:15]=2[F:16])[CH:5]=[CH:6][CH:7]=1, predict the reactants needed to synthesize it. The reactants are: [Br:1][C:2]1[CH:3]=[C:4]([NH:8][C:9](=[O:18])[C:10]2[C:15]([F:16])=[CH:14][CH:13]=[CH:12][C:11]=2[F:17])[CH:5]=[CH:6][CH:7]=1.[H-].[Na+].[C:21]([O:25][C:26](=[O:29])[CH2:27]Br)([CH3:24])([CH3:23])[CH3:22].